Dataset: Peptide-MHC class I binding affinity with 185,985 pairs from IEDB/IMGT. Task: Regression. Given a peptide amino acid sequence and an MHC pseudo amino acid sequence, predict their binding affinity value. This is MHC class I binding data. (1) The binding affinity (normalized) is 0.364. The peptide sequence is SSGLSRYVAR. The MHC is Patr-A0401 with pseudo-sequence Patr-A0401. (2) The peptide sequence is MEAQLVRQM. The MHC is HLA-B44:02 with pseudo-sequence HLA-B44:02. The binding affinity (normalized) is 0.751. (3) The peptide sequence is RLFFKCIYR. The MHC is HLA-B07:02 with pseudo-sequence HLA-B07:02. The binding affinity (normalized) is 0.0847. (4) The peptide sequence is FLTNKLLLFA. The MHC is HLA-A02:03 with pseudo-sequence HLA-A02:03. The binding affinity (normalized) is 0.968. (5) The peptide sequence is LPFKYAAAF. The MHC is Mamu-A2201 with pseudo-sequence Mamu-A2201. The binding affinity (normalized) is 0.959. (6) The peptide sequence is ELKRQLADL. The MHC is HLA-B58:01 with pseudo-sequence HLA-B58:01. The binding affinity (normalized) is 0.0847. (7) The peptide sequence is NLYNIRNL. The MHC is HLA-A02:06 with pseudo-sequence HLA-A02:06. The binding affinity (normalized) is 0.